From a dataset of Forward reaction prediction with 1.9M reactions from USPTO patents (1976-2016). Predict the product of the given reaction. Given the reactants [Cl:1][C:2]1[CH:3]=[C:4]2[C:9](=[CH:10][CH:11]=1)[NH:8][CH:7]([C:12]1[CH:18]=[CH:17][CH:16]=[CH:15][C:13]=1[NH2:14])[CH2:6][C:5]2([CH3:20])[CH3:19].N1C=CC=CC=1.[F:27][C:28]1[CH:29]=[C:30]([S:34](Cl)(=[O:36])=[O:35])[CH:31]=[CH:32][CH:33]=1, predict the reaction product. The product is: [Cl:1][C:2]1[CH:3]=[C:4]2[C:9](=[CH:10][CH:11]=1)[NH:8][CH:7]([C:12]1[CH:18]=[CH:17][CH:16]=[CH:15][C:13]=1[NH:14][S:34]([C:30]1[CH:31]=[CH:32][CH:33]=[C:28]([F:27])[CH:29]=1)(=[O:36])=[O:35])[CH2:6][C:5]2([CH3:20])[CH3:19].